From a dataset of Full USPTO retrosynthesis dataset with 1.9M reactions from patents (1976-2016). Predict the reactants needed to synthesize the given product. (1) Given the product [CH3:13][C:14]1[C:19]([N+:20]([O-:22])=[O:21])=[CH:18][N:17]=[C:16]2[NH:23][CH:24]=[CH:25][C:15]=12, predict the reactants needed to synthesize it. The reactants are: C(=O)([O-])[O-].[K+].[K+].N1CCOCC1.[CH3:13][C:14]1[C:19]([N+:20]([O-:22])=[O:21])=[CH:18][N:17]=[C:16]2[N:23](S(C3C=CC=CC=3)(=O)=O)[CH:24]=[CH:25][C:15]=12. (2) Given the product [C:38]([C:12]1[CH:11]=[N:10][N:9]2[CH:40]=[C:6]([C:4]([OH:5])=[O:3])[C:7]([CH3:41])=[C:8]2[C:13]=1[NH:14][C:15]1[CH:16]=[CH:17][C:18]([O:21][C:22]2[CH:27]=[CH:26][CH:25]=[CH:24][C:23]=2[O:28][C:29]([C:32](=[O:37])[NH:33][CH2:34][CH2:35][OH:36])([CH3:31])[CH3:30])=[CH:19][CH:20]=1)#[N:39], predict the reactants needed to synthesize it. The reactants are: C([O:3][C:4]([C:6]1[C:7]([CH3:41])=[C:8]2[C:13]([NH:14][C:15]3[CH:20]=[CH:19][C:18]([O:21][C:22]4[CH:27]=[CH:26][CH:25]=[CH:24][C:23]=4[O:28][C:29]([C:32](=[O:37])[NH:33][CH2:34][CH2:35][OH:36])([CH3:31])[CH3:30])=[CH:17][CH:16]=3)=[C:12]([C:38]#[N:39])[CH:11]=[N:10][N:9]2[CH:40]=1)=[O:5])C.[OH-].[Na+].O. (3) The reactants are: [CH:1]([C:4]1[CH:34]=[CH:33][C:7]([O:8][C:9]([CH3:32])([CH2:15][C:16]2[CH:21]=[CH:20][C:19]([O:22][CH2:23][CH2:24][O:25]C3CCCCO3)=[CH:18][CH:17]=2)[C:10]([O:12][CH2:13][CH3:14])=[O:11])=[CH:6][CH:5]=1)([CH3:3])[CH3:2].O.C1(C)C=CC(S(O)(=O)=O)=CC=1. Given the product [CH:1]([C:4]1[CH:34]=[CH:33][C:7]([O:8][C:9]([CH3:32])([CH2:15][C:16]2[CH:17]=[CH:18][C:19]([O:22][CH2:23][CH2:24][OH:25])=[CH:20][CH:21]=2)[C:10]([O:12][CH2:13][CH3:14])=[O:11])=[CH:6][CH:5]=1)([CH3:2])[CH3:3], predict the reactants needed to synthesize it. (4) Given the product [O:1]=[CH:2][C@@H:3]([C@H:5]([C@H:7]([C@@H:9]([CH2:11][OH:12])[OH:10])[OH:8])[OH:6])[OH:4].[CH2:11]([OH:12])[C@H:9]1[O:10][C@H:2]([O:1][C@H:7]2[C@H:5]([OH:6])[C@@H:3]([OH:4])[C@H:2]([OH:1])[O:10][C@@H:9]2[CH2:11][OH:12])[C@H:3]([OH:4])[C@@H:5]([OH:6])[C@@H:7]1[OH:8].[CH2:11]([OH:12])[C@H:9]1[O:10][C@@H:2]([O:1][C@H:7]2[C@H:5]([OH:6])[C@@H:3]([OH:4])[C@H:2]([OH:1])[O:10][C@@H:9]2[CH2:11][OH:12])[C@H:3]([OH:4])[C@@H:5]([OH:6])[C@@H:7]1[OH:8].[OH:1][C@H:2]1[O:10][C@H:9]([CH2:11][OH:12])[C@H:7]([OH:8])[C@H:5]([OH:6])[C@H:3]1[OH:4], predict the reactants needed to synthesize it. The reactants are: [OH:1][C@H:2]1[O:10][C@H:9]([CH2:11][OH:12])[C@@H:7]([OH:8])[C@H:5]([OH:6])[C@H:3]1[OH:4]. (5) The reactants are: Cl[S:2]([C:5]1[CH:6]=[C:7]([CH:11]=[CH:12][CH:13]=1)[C:8]([OH:10])=[O:9])(=[O:4])=[O:3].[CH3:14][NH2:15].N. Given the product [CH3:14][NH:15][S:2]([C:5]1[CH:6]=[C:7]([CH:11]=[CH:12][CH:13]=1)[C:8]([OH:10])=[O:9])(=[O:4])=[O:3], predict the reactants needed to synthesize it. (6) Given the product [CH3:36][S:33]([C:29]1[CH:28]=[C:27]([CH:32]=[CH:31][CH:30]=1)[CH2:26][O:14][C:11]1[CH:10]=[CH:9][C:8]([N:7]2[C:6]3[CH:15]=[CH:16][CH:17]=[C:18]([C:19]([F:22])([F:20])[F:21])[C:5]=3[N:4]=[C:3]2[C:2]([F:1])([F:23])[F:24])=[CH:13][CH:12]=1)(=[O:34])=[O:35], predict the reactants needed to synthesize it. The reactants are: [F:1][C:2]([F:24])([F:23])[C:3]1[N:7]([C:8]2[CH:13]=[CH:12][C:11]([OH:14])=[CH:10][CH:9]=2)[C:6]2[CH:15]=[CH:16][CH:17]=[C:18]([C:19]([F:22])([F:21])[F:20])[C:5]=2[N:4]=1.Br[CH2:26][C:27]1[CH:32]=[CH:31][CH:30]=[C:29]([S:33]([CH3:36])(=[O:35])=[O:34])[CH:28]=1.